Dataset: M1 muscarinic receptor agonist screen with 61,833 compounds. Task: Binary Classification. Given a drug SMILES string, predict its activity (active/inactive) in a high-throughput screening assay against a specified biological target. (1) The drug is Fc1ccc(Cn2ncc(NC(=O)c3nccnc3)c2)cc1. The result is 0 (inactive). (2) The compound is O=C1N(C(=O)NC1Cc1ccccc1)CC(=O)Nc1ccc(cc1)C#N. The result is 0 (inactive). (3) The compound is S(=O)(=O)(Nc1ccc(S(=O)(=O)Nc2ncccn2)cc1)c1ccc(cc1)C. The result is 0 (inactive).